Dataset: Full USPTO retrosynthesis dataset with 1.9M reactions from patents (1976-2016). Task: Predict the reactants needed to synthesize the given product. (1) The reactants are: C([O:9][CH2:10][CH2:11][N:12]1[C:20]2[C:19]([NH:21][C:22]3[CH:39]=[CH:38][C:25]([O:26][C:27]4[CH:28]=[CH:29][C:30]([F:37])=[C:31]([CH:36]=4)[C:32]([O:34]C)=O)=[C:24]([Cl:40])[CH:23]=3)=[N:18][CH:17]=[N:16][C:15]=2[CH:14]=[CH:13]1)(=O)C1C=CC=CC=1.[OH-].[Na+].[CH:43]1([NH2:46])[CH2:45][CH2:44]1.Cl.C(N=C=NCCCN(C)C)C.ON1C2C=CC=CC=2N=N1. Given the product [Cl:40][C:24]1[CH:23]=[C:22]([NH:21][C:19]2[C:20]3[N:12]([CH2:11][CH2:10][OH:9])[CH:13]=[CH:14][C:15]=3[N:16]=[CH:17][N:18]=2)[CH:39]=[CH:38][C:25]=1[O:26][C:27]1[CH:28]=[CH:29][C:30]([F:37])=[C:31]([CH:36]=1)[C:32]([NH:46][CH:43]1[CH2:45][CH2:44]1)=[O:34], predict the reactants needed to synthesize it. (2) Given the product [CH3:29][O:12][C:11](=[O:13])[C@H:10]([CH3:14])[CH2:9][C@H:8]([NH:15][C:16]([O:18][C:19]([CH3:22])([CH3:20])[CH3:21])=[O:17])[CH2:7][C:4]1[CH:3]=[CH:2][C:1]([C:23]2[CH:24]=[CH:25][CH:26]=[CH:27][CH:28]=2)=[CH:6][CH:5]=1, predict the reactants needed to synthesize it. The reactants are: [C:1]1([C:23]2[CH:28]=[CH:27][CH:26]=[CH:25][CH:24]=2)[CH:6]=[CH:5][C:4]([CH2:7][C@@H:8]([NH:15][C:16]([O:18][C:19]([CH3:22])([CH3:21])[CH3:20])=[O:17])[CH2:9][C@@H:10]([CH3:14])[C:11]([OH:13])=[O:12])=[CH:3][CH:2]=1.[C:29]1(C2C=CC=CC=2)C=CC(C[C@@H](NC(OC(C)(C)C)=O)C[C@H](C)C(O)=O)=CC=1.C(=O)([O-])[O-].[Cs+].[Cs+].CI.C(OC(C)C)(=O)C. (3) Given the product [CH3:51][N:52]([CH2:2][C:3]1[CH:4]=[C:5]([C:13]2[CH:22]=[CH:21][C:20]3[NH:19][C:18](=[O:23])[C:17]4[NH:24][CH:25]=[CH:26][C:16]=4[C:15]=3[CH:14]=2)[CH:6]=[CH:7][CH:8]=1)[CH3:53].[CH2:27]([C:29]([O-:31])=[O:30])[CH3:28], predict the reactants needed to synthesize it. The reactants are: Br[CH2:2][C:3]1[CH:4]=[C:5](B(O)O)[CH:6]=[CH:7][CH:8]=1.Br[C:13]1[CH:22]=[CH:21][C:20]2[NH:19][C:18](=[O:23])[C:17]3[NH:24][CH:25]=[CH:26][C:16]=3[C:15]=2[CH:14]=1.[CH2:27]([C:29]([O-:31])=[O:30])[CH3:28].[O-]P(OP(OP([O-])([O-])=O)([O-])=O)(=O)[O-].[K+].[K+].[K+].[K+].[K+].O.[CH3:51][NH:52][CH3:53]. (4) Given the product [NH2:22][C:2]1[C:3]2[CH:10]=[CH:9][N:8]([C@@H:11]3[O:17][C@H:16]([CH2:18][OH:19])[C@@H:14]([OH:15])[C@@:12]3([CH2:20][CH3:21])[OH:13])[C:4]=2[N:5]=[CH:6][N:7]=1, predict the reactants needed to synthesize it. The reactants are: Cl[C:2]1[C:3]2[CH:10]=[CH:9][N:8]([C@@H:11]3[O:17][C@H:16]([CH2:18][OH:19])[C@@H:14]([OH:15])[C@@:12]3([CH2:20][CH3:21])[OH:13])[C:4]=2[N:5]=[CH:6][N:7]=1.[NH3:22].